Dataset: Catalyst prediction with 721,799 reactions and 888 catalyst types from USPTO. Task: Predict which catalyst facilitates the given reaction. (1) Reactant: [C:1]([O:4][CH:5]1[C:9]2=[N:10][CH:11]=[C:12]([NH2:29])[C:13]([N:14]3[CH2:19][C@H:18]([CH3:20])[CH2:17][C@H:16]([NH:21][C:22]([O:24][C:25]([CH3:28])([CH3:27])[CH3:26])=[O:23])[CH2:15]3)=[C:8]2[CH2:7][CH2:6]1)(=[O:3])[CH3:2].[F:30][C:31]1[CH:36]=[C:35]([S:37]([CH3:39])=[O:38])[CH:34]=[C:33]([F:40])[C:32]=1[C:41]1[N:46]=[C:45]([C:47](O)=[O:48])[CH:44]=[CH:43][C:42]=1[F:50].CN(C(ON1N=NC2C=CC=NC1=2)=[N+](C)C)C.F[P-](F)(F)(F)(F)F.CCN(C(C)C)C(C)C. Product: [C:1]([O:4][CH:5]1[C:9]2=[N:10][CH:11]=[C:12]([NH:29][C:47]([C:45]3[CH:44]=[CH:43][C:42]([F:50])=[C:41]([C:32]4[C:33]([F:40])=[CH:34][C:35]([S:37]([CH3:39])=[O:38])=[CH:36][C:31]=4[F:30])[N:46]=3)=[O:48])[C:13]([N:14]3[CH2:19][C@H:18]([CH3:20])[CH2:17][C@H:16]([NH:21][C:22]([O:24][C:25]([CH3:28])([CH3:27])[CH3:26])=[O:23])[CH2:15]3)=[C:8]2[CH2:7][CH2:6]1)(=[O:3])[CH3:2]. The catalyst class is: 3. (2) Reactant: [CH3:1][C:2]1[N:3]=[C:4]([C:9]2[CH:14]=[CH:13][C:12]([C:15]([F:18])([F:17])[F:16])=[CH:11][CH:10]=2)[S:5][C:6]=1[CH:7]=[O:8].[CH3:19][Mg]Br.C(OCC)C. Product: [CH3:1][C:2]1[N:3]=[C:4]([C:9]2[CH:10]=[CH:11][C:12]([C:15]([F:18])([F:16])[F:17])=[CH:13][CH:14]=2)[S:5][C:6]=1[CH:7]([OH:8])[CH3:19]. The catalyst class is: 1. (3) Reactant: [BH4-].[Na+].[Cl:3][C:4]1[CH:9]=[CH:8][C:7]([CH:10]([C:28]2[CH:33]=[CH:32][C:31]([CH:34]=[O:35])=[CH:30][CH:29]=2)[N:11]2[CH2:14][C:13](=[C:15]([C:20]3[CH:25]=[C:24]([F:26])[CH:23]=[C:22]([F:27])[CH:21]=3)[S:16]([CH3:19])(=[O:18])=[O:17])[CH2:12]2)=[CH:6][CH:5]=1.O. Product: [Cl:3][C:4]1[CH:9]=[CH:8][C:7]([CH:10]([C:28]2[CH:29]=[CH:30][C:31]([CH2:34][OH:35])=[CH:32][CH:33]=2)[N:11]2[CH2:12][C:13](=[C:15]([C:20]3[CH:21]=[C:22]([F:27])[CH:23]=[C:24]([F:26])[CH:25]=3)[S:16]([CH3:19])(=[O:18])=[O:17])[CH2:14]2)=[CH:6][CH:5]=1. The catalyst class is: 5. (4) Reactant: [CH2:1]([O:6][C:7](=[O:20])[CH2:8][CH2:9][CH2:10][CH2:11][C:12]([O:14][CH2:15][CH2:16][C:17]#[C:18][CH3:19])=[O:13])CC#CC.O(CC)CC. Product: [O:6]1[CH2:1][CH2:19][C:18]#[C:17][CH2:16][CH2:15][O:14][C:12](=[O:13])[CH2:11][CH2:10][CH2:9][CH2:8][C:7]1=[O:20]. The catalyst class is: 11.